This data is from Full USPTO retrosynthesis dataset with 1.9M reactions from patents (1976-2016). The task is: Predict the reactants needed to synthesize the given product. (1) Given the product [I:17][C:14]1[CH:15]=[CH:16][C:11]([N:1]2[C:5](=[O:6])[CH2:4][C@H:3]3[CH2:7][CH2:8][CH2:9][C@@H:2]23)=[N:12][CH:13]=1, predict the reactants needed to synthesize it. The reactants are: [NH:1]1[C:5](=[O:6])[CH2:4][C@H:3]2[CH2:7][CH2:8][CH2:9][C@@H:2]12.F[C:11]1[CH:16]=[CH:15][C:14]([I:17])=[CH:13][N:12]=1.C([O-])([O-])=O.[Cs+].[Cs+]. (2) Given the product [CH2:27]([O:34][C:35](=[O:47])[NH:36][C:37]1[CH:42]=[CH:41][C:40]([F:43])=[C:39]([CH:44]([C:10]2[C:3]3[C:2]([Cl:1])=[N:7][CH:6]=[N:5][C:4]=3[N:8]([S:12]([C:15]3[CH:20]=[CH:19][C:18]([CH3:21])=[CH:17][CH:16]=3)(=[O:14])=[O:13])[CH:9]=2)[OH:45])[C:38]=1[F:46])[C:28]1[CH:33]=[CH:32][CH:31]=[CH:30][CH:29]=1, predict the reactants needed to synthesize it. The reactants are: [Cl:1][C:2]1[C:3]2[C:10](I)=[CH:9][N:8]([S:12]([C:15]3[CH:20]=[CH:19][C:18]([CH3:21])=[CH:17][CH:16]=3)(=[O:14])=[O:13])[C:4]=2[N:5]=[CH:6][N:7]=1.C([Mg]Cl)(C)C.[CH2:27]([O:34][C:35](=[O:47])[NH:36][C:37]1[CH:42]=[CH:41][C:40]([F:43])=[C:39]([CH:44]=[O:45])[C:38]=1[F:46])[C:28]1[CH:33]=[CH:32][CH:31]=[CH:30][CH:29]=1.C1(C)C=CC=CC=1[Mg]Cl.